Dataset: Peptide-MHC class I binding affinity with 185,985 pairs from IEDB/IMGT. Task: Regression. Given a peptide amino acid sequence and an MHC pseudo amino acid sequence, predict their binding affinity value. This is MHC class I binding data. The peptide sequence is ATIEAVLAK. The MHC is HLA-A30:01 with pseudo-sequence HLA-A30:01. The binding affinity (normalized) is 0.872.